Dataset: Reaction yield outcomes from USPTO patents with 853,638 reactions. Task: Predict the reaction yield, written as a fraction of the theoretical maximum amount of product (1.0 means a 100% yield; for example, 0.34 means a 34% yield). The reactants are [CH3:1][C:2]1[CH:7]=[C:6]([CH3:8])[N:5]=[C:4]([NH:9][C:10]2[CH:15]=[CH:14][C:13]([CH2:16][CH2:17][OH:18])=[CH:12][CH:11]=2)[C:3]=1[N+:19]([O-])=O. The catalyst is C(OCC)(=O)C.[Pd]. The product is [NH2:19][C:3]1[C:4]([NH:9][C:10]2[CH:15]=[CH:14][C:13]([CH2:16][CH2:17][OH:18])=[CH:12][CH:11]=2)=[N:5][C:6]([CH3:8])=[CH:7][C:2]=1[CH3:1]. The yield is 0.920.